From a dataset of Reaction yield outcomes from USPTO patents with 853,638 reactions. Predict the reaction yield, written as a fraction of the theoretical maximum amount of product (1.0 means a 100% yield; for example, 0.34 means a 34% yield). (1) The reactants are C1C=CC(P(C2C=CC=CC=2)C2C=CC=CC=2)=CC=1.CCN(CC)CC.C(O)=O.[Cl:30][C:31]1[N:39]=[C:38](Cl)[C:37]([F:41])=[CH:36][C:32]=1[C:33]([OH:35])=[O:34]. The catalyst is CC([O-])=O.CC([O-])=O.[Pd+2].CN(C=O)C. The product is [Cl:30][C:31]1[N:39]=[CH:38][C:37]([F:41])=[CH:36][C:32]=1[C:33]([OH:35])=[O:34]. The yield is 0.880. (2) The reactants are Br[CH:2]([CH2:23][CH2:24][CH2:25][CH2:26][CH2:27][CH3:28])[C:3]([O:5][C@H:6]([CH2:12][CH2:13][CH2:14][CH2:15][CH2:16][CH2:17][CH2:18][CH2:19][CH2:20][CH2:21][CH3:22])[CH2:7][C:8]([O:10]C)=O)=[O:4].C([Mg]Cl)(C)(C)C. The catalyst is O1CCCC1. The product is [CH2:23]([C:2]1[C:3](=[O:4])[O:5][C@H:6]([CH2:12][CH2:13][CH2:14][CH2:15][CH2:16][CH2:17][CH2:18][CH2:19][CH2:20][CH2:21][CH3:22])[CH2:7][C:8]=1[OH:10])[CH2:24][CH2:25][CH2:26][CH2:27][CH3:28]. The yield is 0.970. (3) The reactants are [CH3:1][N:2]([CH3:21])[C:3]([N:5]1[CH2:9][CH:8]2[CH2:10][C:11]([CH:16]3[CH2:20][CH2:19][CH2:18][CH2:17]3)([N:13]=C=O)[CH2:12][CH:7]2[CH2:6]1)=[O:4].N. The catalyst is Cl. The product is [CH3:1][N:2]([CH3:21])[C:3]([N:5]1[CH2:9][CH:8]2[CH2:10][C:11]([NH2:13])([CH:16]3[CH2:17][CH2:18][CH2:19][CH2:20]3)[CH2:12][CH:7]2[CH2:6]1)=[O:4]. The yield is 0.818. (4) The reactants are [CH2:1]([NH2:8])[CH2:2][CH2:3][CH2:4][CH2:5][CH:6]=[CH2:7].[CH3:9][O:10][C:11]1[CH:12]=[CH:13][C:14]([CH:17]=O)=[CH:15][CH:16]=1.[BH4-].[Na+]. The catalyst is CCO. The product is [CH2:1]([NH:8][CH2:17][C:14]1[CH:13]=[CH:12][C:11]([O:10][CH3:9])=[CH:16][CH:15]=1)[CH2:2][CH2:3][CH2:4][CH2:5][CH:6]=[CH2:7]. The yield is 0.340.